From a dataset of Forward reaction prediction with 1.9M reactions from USPTO patents (1976-2016). Predict the product of the given reaction. (1) Given the reactants [CH3:1][Si:2]([CH3:20])([CH3:19])[CH2:3][CH2:4][O:5][CH2:6][O:7][C:8]1[C:13]2[CH:14]=[CH:15][O:16][C:12]=2[C:11]([C:17]#[N:18])=[CH:10][CH:9]=1.Cl.[NH2:22][OH:23].C(=O)(O)[O-].[Na+], predict the reaction product. The product is: [OH:23][NH:22][C:17]([C:11]1[C:12]2[O:16][CH:15]=[CH:14][C:13]=2[C:8]([O:7][CH2:6][O:5][CH2:4][CH2:3][Si:2]([CH3:20])([CH3:19])[CH3:1])=[CH:9][CH:10]=1)=[NH:18]. (2) The product is: [C:1]([C:3]1[CH:8]=[CH:7][C:6]([NH:9][C:10](=[O:38])[CH2:11][C:12]2[CH:17]=[CH:16][C:15]([C:18]3[C:23]([O:24][CH2:25][CH3:26])=[CH:22][C:21](=[O:27])[NH:20][CH:19]=3)=[CH:14][C:13]=2[F:37])=[CH:5][C:4]=1[C:39]([F:41])([F:42])[F:40])#[N:2]. Given the reactants [C:1]([C:3]1[CH:8]=[CH:7][C:6]([NH:9][C:10](=[O:38])[CH2:11][C:12]2[CH:17]=[CH:16][C:15]([C:18]3[CH:19]=[N:20][C:21]([O:27]CC4C=CC(OC)=CC=4)=[CH:22][C:23]=3[O:24][CH2:25][CH3:26])=[CH:14][C:13]=2[F:37])=[CH:5][C:4]=1[C:39]([F:42])([F:41])[F:40])#[N:2].C(O)(C(F)(F)F)=O.[NH4+].[OH-], predict the reaction product. (3) The product is: [N:1]1([CH2:7][CH2:8][C:9]([NH:21][CH2:22][C:23]2[CH:28]=[CH:27][CH:26]=[CH:25][N:24]=2)=[O:11])[CH2:2][CH2:3][O:4][CH2:5][CH2:6]1. Given the reactants [N:1]1([CH2:7][CH2:8][C:9]([O:11]C)=O)[CH2:6][CH2:5][O:4][CH2:3][CH2:2]1.[OH-].[Na+].C(Cl)(=O)C(Cl)=O.[NH2:21][CH2:22][C:23]1[CH:28]=[CH:27][CH:26]=[CH:25][N:24]=1.C(N(CC)CC)C, predict the reaction product.